This data is from Reaction yield outcomes from USPTO patents with 853,638 reactions. The task is: Predict the reaction yield, written as a fraction of the theoretical maximum amount of product (1.0 means a 100% yield; for example, 0.34 means a 34% yield). (1) The reactants are [CH:1]12[O:8][CH:5]([CH2:6][CH2:7]1)[CH2:4][N:3]([C:9]1[CH:14]=[C:13]([O:15][CH:16]([CH3:18])[CH3:17])[N:12]=[C:11](O)[N:10]=1)[CH2:2]2.O=P(Cl)(Cl)[Cl:22]. No catalyst specified. The product is [Cl:22][C:11]1[N:10]=[C:9]([N:3]2[CH2:4][CH:5]3[O:8][CH:1]([CH2:7][CH2:6]3)[CH2:2]2)[CH:14]=[C:13]([O:15][CH:16]([CH3:18])[CH3:17])[N:12]=1. The yield is 0.460. (2) The reactants are [CH3:1][N:2]1[CH2:7][CH2:6][N:5]([CH2:8][CH2:9][OH:10])[CH2:4][CH2:3]1.CC(C)([O-])C.[K+].Cl[C:18]1[N:23]=[N:22][C:21]([C:24]2[N:32]3[C:27]([CH:28]=[CH:29][CH:30]=[CH:31]3)=[CH:26][C:25]=2[C:33]([O:35][CH2:36][CH3:37])=[O:34])=[CH:20][CH:19]=1. The catalyst is C1COCC1.C(OCC)(=O)C. The product is [CH3:1][N:2]1[CH2:7][CH2:6][N:5]([CH2:8][CH2:9][O:10][C:18]2[N:23]=[N:22][C:21]([C:24]3[N:32]4[C:27]([CH:28]=[CH:29][CH:30]=[CH:31]4)=[CH:26][C:25]=3[C:33]([O:35][CH2:36][CH3:37])=[O:34])=[CH:20][CH:19]=2)[CH2:4][CH2:3]1. The yield is 0.490. (3) The reactants are [NH2:1][C:2]1[S:6][N:5]=[C:4]([CH3:7])[C:3]=1[C:8]([NH2:10])=[O:9].[C:11]1([CH3:21])[CH:16]=CC(S(O)(=O)=O)=[CH:13][CH:12]=1.C(=O)CC(C)C.S(=O)(O)[O-].[Na+]. The catalyst is C1(C)C=CC=CC=1.CN(C=O)C. The product is [CH2:12]([C:13]1[NH:10][C:8](=[O:9])[C:3]2[C:4]([CH3:7])=[N:5][S:6][C:2]=2[N:1]=1)[CH:11]([CH3:21])[CH3:16]. The yield is 0.890. (4) The reactants are [CH2:1]([O:3][C:4]1[CH:5]=[C:6]([CH:12]([C:14]2[CH:19]=[CH:18][C:17]([O:20][CH3:21])=[C:16]([O:22][CH2:23][CH3:24])[CH:15]=2)[OH:13])[CH:7]=[CH:8][C:9]=1[O:10][CH3:11])[CH3:2]. The catalyst is C(Cl)Cl.O=[Mn]=O. The product is [CH2:23]([O:22][C:16]1[CH:15]=[C:14]([C:12]([C:6]2[CH:7]=[CH:8][C:9]([O:10][CH3:11])=[C:4]([O:3][CH2:1][CH3:2])[CH:5]=2)=[O:13])[CH:19]=[CH:18][C:17]=1[O:20][CH3:21])[CH3:24]. The yield is 0.850. (5) The reactants are Cl.C(OCC)(=O)C.[CH2:8]([O:15][C@H:16]1[C@@H:21]([NH:22][C:23]([C:25]2[NH:26][CH:27]=[CH:28][N:29]=2)=[O:24])[CH2:20][CH2:19][N:18](C(OC(C)(C)C)=O)[CH2:17]1)[C:9]1[CH:14]=[CH:13][CH:12]=[CH:11][CH:10]=1.C(N(C(C)C)CC)(C)C.Br[C:47]1[S:48][C:49]([C:52]([O:54][CH2:55][CH3:56])=[O:53])=[CH:50][N:51]=1.Cl. No catalyst specified. The product is [CH2:8]([O:15][C@H:16]1[C@@H:21]([NH:22][C:23]([C:25]2[NH:26][CH:27]=[CH:28][N:29]=2)=[O:24])[CH2:20][CH2:19][N:18]([C:47]2[S:48][C:49]([C:52]([O:54][CH2:55][CH3:56])=[O:53])=[CH:50][N:51]=2)[CH2:17]1)[C:9]1[CH:10]=[CH:11][CH:12]=[CH:13][CH:14]=1. The yield is 0.760. (6) The reactants are [OH-].[Na+].[CH3:3][C:4]1([C:7](=[O:11])[CH2:8][C:9]#[N:10])[CH2:6][CH2:5]1.C(O)C.S(O)(O)(=O)=O.[NH2:20]O. The catalyst is O. The product is [CH3:3][C:4]1([C:7]2[O:11][N:10]=[C:9]([NH2:20])[CH:8]=2)[CH2:6][CH2:5]1. The yield is 0.720. (7) The reactants are [CH2:1]([N:6]1[C:14]2[N:13]=[CH:12][NH:11][C:10]=2[C:9](=[O:15])[NH:8]/[C:7]/1=[N:16]/[NH2:17])[CH2:2][CH2:3][CH2:4][CH3:5].C1N=CN([C:23](N2C=NC=C2)=[O:24])C=1. The catalyst is C1COCC1. The product is [OH:24][C:23]1[N:8]2[C:9](=[O:15])[C:10]3[NH:11][CH:12]=[N:13][C:14]=3[N:6]([CH2:1][CH2:2][CH2:3][CH2:4][CH3:5])[C:7]2=[N:16][N:17]=1. The yield is 0.984.